From a dataset of Forward reaction prediction with 1.9M reactions from USPTO patents (1976-2016). Predict the product of the given reaction. (1) Given the reactants P(Cl)(Cl)(Cl)=O.[F:6][C:7]1[CH:12]=[CH:11][C:10]([C:13]2[CH:25]=[C:16]3[CH:17]=[CH:18][C:19]([C:21]([F:24])([F:23])[F:22])=[CH:20][N:15]3[N:14]=2)=[CH:9][CH:8]=1.CN(C)[CH:28]=[O:29], predict the reaction product. The product is: [F:6][C:7]1[CH:8]=[CH:9][C:10]([C:13]2[C:25]([CH:28]=[O:29])=[C:16]3[CH:17]=[CH:18][C:19]([C:21]([F:23])([F:22])[F:24])=[CH:20][N:15]3[N:14]=2)=[CH:11][CH:12]=1. (2) The product is: [F:19][C:13]1[CH:14]=[C:15]([F:18])[CH:16]=[CH:17][C:12]=1[NH:11][S:8]([C:4]1[CH:5]=[N:6][CH:7]=[C:2]([C:39]2[S:43][C:42]([C:44]3[CH:45]=[C:46]4[C:50](=[CH:51][CH:52]=3)[C:49](=[O:53])[N:48]([CH3:54])[CH2:47]4)=[CH:41][CH:40]=2)[CH:3]=1)(=[O:10])=[O:9]. Given the reactants Br[C:2]1[CH:3]=[C:4]([S:8]([NH:11][C:12]2[CH:17]=[CH:16][C:15]([F:18])=[CH:14][C:13]=2[F:19])(=[O:10])=[O:9])[CH:5]=[N:6][CH:7]=1.B1(B2OC(C)(C)C(C)(C)O2)OC(C)(C)C(C)(C)O1.I[C:39]1[S:43][C:42]([C:44]2[CH:45]=[C:46]3[C:50](=[CH:51][CH:52]=2)[C:49](=[O:53])[N:48]([CH3:54])[CH2:47]3)=[CH:41][CH:40]=1, predict the reaction product.